From a dataset of Catalyst prediction with 721,799 reactions and 888 catalyst types from USPTO. Predict which catalyst facilitates the given reaction. (1) Reactant: [CH3:1][S:2](Cl)(=[O:4])=[O:3].[NH2:6][C:7]1[CH:15]=[C:14]([F:16])[CH:13]=[C:12]2[C:8]=1[CH:9]=[CH:10][N:11]2[C:17]([C:24]1[CH:29]=[CH:28][C:27]([Cl:30])=[CH:26][CH:25]=1)([CH2:22][CH3:23])[C:18]([O:20][CH3:21])=[O:19].CN1CCOCC1. Product: [Cl:30][C:27]1[CH:26]=[CH:25][C:24]([C:17]([N:11]2[C:12]3[C:8](=[C:7]([NH:6][S:2]([CH3:1])(=[O:4])=[O:3])[CH:15]=[C:14]([F:16])[CH:13]=3)[CH:9]=[CH:10]2)([CH2:22][CH3:23])[C:18]([O:20][CH3:21])=[O:19])=[CH:29][CH:28]=1. The catalyst class is: 2. (2) Reactant: CN(C=O)C.[C:6]([Cl:11])(=O)[C:7](Cl)=O.[N:12]1[C:17]2[S:18][CH:19]=[CH:20]C=2C(=O)[NH:14][CH:13]=1.O. Product: [Cl:11][C:6]1[C:7]2[CH:20]=[CH:19][S:18][C:17]=2[N:12]=[CH:13][N:14]=1. The catalyst class is: 4. (3) Reactant: [NH2:1][C:2]1[N:3]([C:9]2[C:14]([Cl:15])=[CH:13][C:12]([C:16]([F:19])([F:18])[F:17])=[CH:11][C:10]=2[Cl:20])[CH:4]=[C:5]([C:7]#[N:8])[CH:6]=1.[I:21]N1C(=O)CCC1=O. Product: [NH2:1][C:2]1[N:3]([C:9]2[C:14]([Cl:15])=[CH:13][C:12]([C:16]([F:19])([F:17])[F:18])=[CH:11][C:10]=2[Cl:20])[CH:4]=[C:5]([C:7]#[N:8])[C:6]=1[I:21]. The catalyst class is: 47.